From a dataset of Forward reaction prediction with 1.9M reactions from USPTO patents (1976-2016). Predict the product of the given reaction. (1) Given the reactants C([O:4][CH2:5][C:6]1[NH:7][C:8]2[C:13]([C:14]=1[C:15](=[O:19])[C:16]([OH:18])=O)=[CH:12][C:11]([O:20][CH2:21][C:22]1[CH:27]=[CH:26][CH:25]=[CH:24][CH:23]=1)=[CH:10][CH:9]=2)(=O)C.[OH-].[K+].Cl, predict the reaction product. The product is: [CH2:21]([O:20][C:11]1[CH:12]=[C:13]2[C:8](=[CH:9][CH:10]=1)[NH:7][C:6]1[CH2:5][O:4][C:16](=[O:18])[C:15](=[O:19])[C:14]2=1)[C:22]1[CH:23]=[CH:24][CH:25]=[CH:26][CH:27]=1. (2) Given the reactants [CH3:1][O:2][C:3]1[CH:27]=[C:26]([O:28][CH3:29])[CH:25]=[C:24]([O:30][CH3:31])[C:4]=1/[CH:5]=[CH:6]/[S:7]([CH2:10][C:11]1[CH:12]=[CH:13][C:14]([O:22][CH3:23])=[C:15]([NH:17][CH2:18][C:19]([OH:21])=[O:20])[CH:16]=1)(=[O:9])=[O:8].[OH-].[Na+:33], predict the reaction product. The product is: [Na+:33].[CH3:1][O:2][C:3]1[CH:27]=[C:26]([O:28][CH3:29])[CH:25]=[C:24]([O:30][CH3:31])[C:4]=1/[CH:5]=[CH:6]/[S:7]([CH2:10][C:11]1[CH:12]=[CH:13][C:14]([O:22][CH3:23])=[C:15]([NH:17][CH2:18][C:19]([O-:21])=[O:20])[CH:16]=1)(=[O:8])=[O:9]. (3) Given the reactants [Cl-].O[NH3+:3].[C:4](=[O:7])([O-])[OH:5].[Na+].CS(C)=O.[O:13]1[C:17]2[CH:18]=[CH:19][C:20]([N:22]3[C:27](=[O:28])[C:26]([CH2:29][C:30]4[CH:35]=[CH:34][C:33]([C:36]5[C:37]([C:42]#[N:43])=[CH:38][CH:39]=[CH:40][CH:41]=5)=[CH:32][C:31]=4[F:44])=[C:25]([CH2:45][CH2:46][CH3:47])[N:24]=[C:23]3[CH3:48])=[CH:21][C:16]=2[CH2:15][CH2:14]1, predict the reaction product. The product is: [O:13]1[C:17]2[CH:18]=[CH:19][C:20]([N:22]3[C:27](=[O:28])[C:26]([CH2:29][C:30]4[CH:35]=[CH:34][C:33]([C:36]5[CH:41]=[CH:40][CH:39]=[CH:38][C:37]=5[C:42]5[NH:3][C:4](=[O:7])[O:5][N:43]=5)=[CH:32][C:31]=4[F:44])=[C:25]([CH2:45][CH2:46][CH3:47])[N:24]=[C:23]3[CH3:48])=[CH:21][C:16]=2[CH2:15][CH2:14]1. (4) Given the reactants C[O:2][C:3]([C:5]1[CH:25]=[CH:24][C:8]2[C:9]([CH3:23])([CH2:12][C:13]3[C:22]4[C:17](=[CH:18][CH:19]=[CH:20][CH:21]=4)[CH:16]=[CH:15][CH:14]=3)[CH2:10][O:11][C:7]=2[CH:6]=1)=[O:4].[OH-].[Na+].C(O)C.Cl, predict the reaction product. The product is: [CH3:23][C:9]1([CH2:12][C:13]2[C:22]3[C:17](=[CH:18][CH:19]=[CH:20][CH:21]=3)[CH:16]=[CH:15][CH:14]=2)[C:8]2[CH:24]=[CH:25][C:5]([C:3]([OH:4])=[O:2])=[CH:6][C:7]=2[O:11][CH2:10]1. (5) Given the reactants [Mg].Br[CH2:3][CH2:4][C:5]([F:8])([F:7])[F:6].CON(C)[C:12]([C:14]1[N:15]=[CH:16][O:17][CH:18]=1)=[O:13], predict the reaction product. The product is: [F:6][C:5]([F:8])([F:7])[CH2:4][CH2:3][C:12]([C:14]1[N:15]=[CH:16][O:17][CH:18]=1)=[O:13]. (6) Given the reactants Br[C:2]1[N:7]=[C:6]2[N:8]([CH2:12][CH2:13][CH:14]3[CH2:19][CH2:18][O:17][CH2:16][CH2:15]3)[C:9](=[O:11])[NH:10][C:5]2=[N:4][CH:3]=1.BrC1C(N)=NC=C(Br)N=1.C([N:32]([CH:35]([CH3:37])[CH3:36])[CH2:33][CH3:34])(C)C.O1[CH2:43][CH2:42][CH:41](CCN)[CH2:40][CH2:39]1.C(N1C=CN=C1)(N1C=CN=C1)=[O:48], predict the reaction product. The product is: [O:48]=[C:33]1[NH:32][CH:35]([C:36]2[CH:43]=[CH:42][C:41]([C:2]3[N:7]=[C:6]4[N:8]([CH2:12][CH2:13][CH:14]5[CH2:19][CH2:18][O:17][CH2:16][CH2:15]5)[C:9](=[O:11])[NH:10][C:5]4=[N:4][CH:3]=3)=[CH:40][CH:39]=2)[CH2:37][CH2:34]1. (7) Given the reactants N[C:2]([C:30]1[CH:35]=[CH:34][C:33]([Cl:36])=[CH:32][CH:31]=1)([C:24]1[N:28]([CH3:29])[CH:27]=[N:26][CH:25]=1)[C:3]1[CH:4]=[C:5]2[C:10](=[CH:11][CH:12]=1)[N:9]([CH3:13])[C:8](=[O:14])[CH:7]=[C:6]2[C:15]1[CH:20]=[CH:19][CH:18]=[C:17]([O:21][CH2:22][CH3:23])[CH:16]=1.CN1C2C(=CC=CC=2)C(C2C=CC=C(CCC)C=2)=CC1=O, predict the reaction product. The product is: [ClH:36].[Cl:36][C:33]1[CH:34]=[CH:35][C:30]([CH:2]([C:24]2[N:28]([CH3:29])[CH:27]=[N:26][CH:25]=2)[C:3]2[CH:4]=[C:5]3[C:10](=[CH:11][CH:12]=2)[N:9]([CH3:13])[C:8](=[O:14])[CH:7]=[C:6]3[C:15]2[CH:20]=[CH:19][CH:18]=[C:17]([O:21][CH2:22][CH3:23])[CH:16]=2)=[CH:31][CH:32]=1.